From a dataset of Full USPTO retrosynthesis dataset with 1.9M reactions from patents (1976-2016). Predict the reactants needed to synthesize the given product. (1) Given the product [CH2:1]=[C:2]1[CH2:7][N:6]([C:8]2[C:13]([Cl:14])=[CH:12][C:11]([Cl:15])=[CH:10][C:9]=2[Cl:16])[S:5](=[O:17])(=[O:18])[N:4]([CH2:19][C:20]([OH:22])=[O:21])[CH2:3]1, predict the reactants needed to synthesize it. The reactants are: [CH2:1]=[C:2]1[CH2:7][N:6]([C:8]2[C:13]([Cl:14])=[CH:12][C:11]([Cl:15])=[CH:10][C:9]=2[Cl:16])[S:5](=[O:18])(=[O:17])[N:4]([CH2:19][C:20]([O:22]CC)=[O:21])[CH2:3]1.C(OCC)(=O)C.Cl. (2) Given the product [C:19]([C:3]1[C:2]([C:22]2[CH:27]=[CH:26][CH:25]=[CH:24][CH:23]=2)=[C:17]([Cl:18])[N:5]2[CH2:6][CH2:7][N:8]([C:10]([O:12][C:13]([CH3:16])([CH3:15])[CH3:14])=[O:11])[CH2:9][C:4]=12)(=[O:21])[NH2:20], predict the reactants needed to synthesize it. The reactants are: Br[C:2]1[C:3]([C:19](=[O:21])[NH2:20])=[C:4]2[CH2:9][N:8]([C:10]([O:12][C:13]([CH3:16])([CH3:15])[CH3:14])=[O:11])[CH2:7][CH2:6][N:5]2[C:17]=1[Cl:18].[C:22]1(B(O)O)[CH:27]=[CH:26][CH:25]=[CH:24][CH:23]=1.O.C(=O)([O-])[O-].[Cs+].[Cs+]. (3) Given the product [CH:35]1([N:25]([CH2:26][C:27]2[CH:32]=[CH:31][CH:30]=[C:29]([Cl:33])[C:28]=2[Cl:34])[C:24]([C:13]2[CH:14]3[NH:16][CH:10]([CH2:11][C:12]=2[C:39]2[O:43][N:42]=[C:41]([CH2:44][CH2:45][CH2:46][O:47][C:48]4[CH:53]=[C:52]([CH3:54])[C:51]([Cl:55])=[C:50]([CH3:56])[CH:49]=4)[CH:40]=2)[CH2:9][NH:8][CH2:15]3)=[O:38])[CH2:37][CH2:36]1, predict the reactants needed to synthesize it. The reactants are: C(OC([N:8]1[CH2:15][CH:14]2[N:16](C(OC(C)(C)C)=O)[CH:10]([CH2:11][C:12]([C:39]3[O:43][N:42]=[C:41]([CH2:44][CH2:45][CH2:46][O:47][C:48]4[CH:53]=[C:52]([CH3:54])[C:51]([Cl:55])=[C:50]([CH3:56])[CH:49]=4)[CH:40]=3)=[C:13]2[C:24](=[O:38])[N:25]([CH:35]2[CH2:37][CH2:36]2)[CH2:26][C:27]2[CH:32]=[CH:31][CH:30]=[C:29]([Cl:33])[C:28]=2[Cl:34])[CH2:9]1)=O)(C)(C)C.ClC(Cl)(Cl)C(NC(=O)[O-])(C)C. (4) Given the product [Cl:4][C:5]1[CH:6]=[C:7]([C:12]2([C:23]([O:25][CH3:26])=[O:24])[CH2:14][CH:13]2[CH:15]=[O:1])[CH:8]=[CH:9][C:10]=1[Cl:11], predict the reactants needed to synthesize it. The reactants are: [O:1]=[O+][O-].[Cl:4][C:5]1[CH:6]=[C:7]([C:12]2([C:23]([O:25][CH3:26])=[O:24])[CH2:14][CH:13]2/[CH:15]=C/C2C=CC=CC=2)[CH:8]=[CH:9][C:10]=1[Cl:11].C1C=CC(P(C2C=CC=CC=2)C2C=CC=CC=2)=CC=1. (5) Given the product [C:1]([O:5][C:6]([N:8]1[CH:12]=[C:11]([NH2:13])[C:10]([CH3:16])=[N:9]1)=[O:7])([CH3:4])([CH3:3])[CH3:2], predict the reactants needed to synthesize it. The reactants are: [C:1]([O:5][C:6]([N:8]1[CH:12]=[C:11]([N+:13]([O-])=O)[C:10]([CH3:16])=[N:9]1)=[O:7])([CH3:4])([CH3:3])[CH3:2].[H][H].